This data is from Forward reaction prediction with 1.9M reactions from USPTO patents (1976-2016). The task is: Predict the product of the given reaction. (1) Given the reactants Cl[C:2]1[C:7]([N+:8]([O-:10])=[O:9])=[C:6]([NH:11][CH:12]2[CH2:18][CH2:17][CH2:16][N:15]([C:19]([O:21][C:22]([CH3:25])([CH3:24])[CH3:23])=[O:20])[CH2:14][CH2:13]2)[C:5]([C:26]([O:28][CH2:29][CH3:30])=[O:27])=[CH:4][N:3]=1.[NH3:31].CCO, predict the reaction product. The product is: [NH2:31][C:2]1[C:7]([N+:8]([O-:10])=[O:9])=[C:6]([NH:11][CH:12]2[CH2:18][CH2:17][CH2:16][N:15]([C:19]([O:21][C:22]([CH3:25])([CH3:24])[CH3:23])=[O:20])[CH2:14][CH2:13]2)[C:5]([C:26]([O:28][CH2:29][CH3:30])=[O:27])=[CH:4][N:3]=1. (2) Given the reactants Br[C:2]1[C:10]([O:11][CH2:12][C:13]2[CH:18]=[CH:17][CH:16]=[CH:15][CH:14]=2)=[CH:9][CH:8]=[C:7]2[C:3]=1[CH:4]=[CH:5][N:6]2[S:19]([C:22]1[CH:27]=[CH:26][CH:25]=[CH:24][CH:23]=1)(=[O:21])=[O:20].C(C([Sn])=C(CCCC)CCCC)CCC.N1C(C)=CC=CC=1C.I([O-])(=O)(=O)=O.[Na+].[O:57]1CCOC[CH2:58]1, predict the reaction product. The product is: [CH2:12]([O:11][C:10]1[CH:9]=[CH:8][C:7]2[N:6]([S:19]([C:22]3[CH:27]=[CH:26][CH:25]=[CH:24][CH:23]=3)(=[O:21])=[O:20])[CH:5]=[CH:4][C:3]=2[C:2]=1[CH:58]=[O:57])[C:13]1[CH:18]=[CH:17][CH:16]=[CH:15][CH:14]=1.